This data is from Reaction yield outcomes from USPTO patents with 853,638 reactions. The task is: Predict the reaction yield, written as a fraction of the theoretical maximum amount of product (1.0 means a 100% yield; for example, 0.34 means a 34% yield). (1) The reactants are CC1(C)C(C)(C)OB([C:9]2[C:10]([F:25])=[C:11]([C:16]3[C:17]([C:23]#[N:24])=[CH:18][C:19]([F:22])=[CH:20][CH:21]=3)[C:12]([F:15])=[CH:13][CH:14]=2)O1.Br[C:28]1[N:32]2[N:33]=[CH:34][C:35]([C:37]([F:40])([CH3:39])[CH3:38])=[N:36][C:31]2=[N:30][CH:29]=1. No catalyst specified. The product is [F:40][C:37]([C:35]1[CH:34]=[N:33][N:32]2[C:28]([C:9]3[C:10]([F:25])=[C:11]([C:16]4[C:17]([C:23]#[N:24])=[CH:18][C:19]([F:22])=[CH:20][CH:21]=4)[C:12]([F:15])=[CH:13][CH:14]=3)=[CH:29][N:30]=[C:31]2[N:36]=1)([CH3:39])[CH3:38]. The yield is 0.380. (2) The reactants are C([O:4][CH2:5][CH2:6][CH2:7][C@H:8]([N:18]([C:20]([O:22][C:23]([CH3:26])([CH3:25])[CH3:24])=[O:21])[CH3:19])[CH2:9][O:10][Si:11]([C:14]([CH3:17])([CH3:16])[CH3:15])([CH3:13])[CH3:12])(=O)C.[OH-].[Na+]. The catalyst is C1COCC1.CO.CCOC(C)=O. The product is [Si:11]([O:10][CH2:9][C@@H:8]([N:18]([CH3:19])[C:20](=[O:21])[O:22][C:23]([CH3:26])([CH3:25])[CH3:24])[CH2:7][CH2:6][CH2:5][OH:4])([C:14]([CH3:16])([CH3:15])[CH3:17])([CH3:12])[CH3:13]. The yield is 0.880. (3) The reactants are C([O:3][C:4](=O)[CH2:5][C:6]([C@@H:8]1[CH2:13][CH2:12][N:11]([C:14]([O:16][CH3:17])=[O:15])[C@@H:10]([CH2:18][C:19]2[CH:24]=[CH:23][C:22]([C:25]([F:28])([F:27])[F:26])=[C:21]([F:29])[CH:20]=2)[CH2:9]1)=[O:7])C.[OH-].[Na+].[NH2:33]O.Cl. The catalyst is CO.O. The product is [F:29][C:21]1[CH:20]=[C:19]([CH:24]=[CH:23][C:22]=1[C:25]([F:28])([F:27])[F:26])[CH2:18][C@H:10]1[CH2:9][C@H:8]([C:6]2[O:7][NH:33][C:4](=[O:3])[CH:5]=2)[CH2:13][CH2:12][N:11]1[C:14]([O:16][CH3:17])=[O:15]. The yield is 0.940. (4) The yield is 0.460. The product is [CH2:1]([N:3]1[C:8]2[N:9]=[C:10]([NH:13][C:14]3[CH:19]=[CH:18][C:17]([OH:20])=[CH:16][CH:15]=3)[N:11]=[CH:12][C:7]=2[CH:6]=[CH:5][C:4]1=[O:22])[CH3:2]. The reactants are [CH2:1]([N:3]1[C:8]2[N:9]=[C:10]([NH:13][C:14]3[CH:19]=[CH:18][C:17]([O:20]C)=[CH:16][CH:15]=3)[N:11]=[CH:12][C:7]=2[CH:6]=[CH:5][C:4]1=[O:22])[CH3:2].Br. The catalyst is C(O)(=O)CC. (5) The reactants are C([O:4][CH2:5][CH2:6][C:7]1[CH:8]=[CH:9][CH:10]=[C:11]2[C:15]=1[NH:14][CH:13]=[C:12]2[C:16](=[O:34])[CH:17]([C:27]1[CH:28]=[N:29][CH:30]=[C:31]([F:33])[CH:32]=1)[NH:18][C:19]1[CH:20]=[N:21][CH:22]=[C:23]([O:25][CH3:26])[CH:24]=1)(=O)C.C(=O)([O-])[O-].[K+].[K+]. The catalyst is C1COCC1.CO. The product is [F:33][C:31]1[CH:32]=[C:27]([CH:17]([NH:18][C:19]2[CH:20]=[N:21][CH:22]=[C:23]([O:25][CH3:26])[CH:24]=2)[C:16]([C:12]2[C:11]3[C:15](=[C:7]([CH2:6][CH2:5][OH:4])[CH:8]=[CH:9][CH:10]=3)[NH:14][CH:13]=2)=[O:34])[CH:28]=[N:29][CH:30]=1. The yield is 0.430. (6) The reactants are [Cl:1][C:2]1[CH:10]=[CH:9][C:5]([C:6](Cl)=[O:7])=[CH:4][C:3]=1[S:11](=[O:14])(=[O:13])[NH2:12].[Cl-].[Al+3].[Cl-].[Cl-].[CH:19]1[CH:24]=[CH:23][CH:22]=[CH:21][CH:20]=1.Cl. The catalyst is C(Cl)Cl. The product is [C:6]([C:5]1[CH:9]=[CH:10][C:2]([Cl:1])=[C:3]([S:11]([NH2:12])(=[O:14])=[O:13])[CH:4]=1)(=[O:7])[C:19]1[CH:24]=[CH:23][CH:22]=[CH:21][CH:20]=1. The yield is 0.690. (7) The reactants are [CH2:1]([O:3][C:4]([C@@H:6]1[C@@H:8]([C:9](=[O:24])[NH:10][C@@H:11]([CH2:18][C:19]2[N:20]=[CH:21][S:22][CH:23]=2)[C:12](=[O:17])[NH:13][CH2:14][C:15]#[CH:16])[O:7]1)=[O:5])[CH3:2].[N:25]([C:28]1[CH:33]=[CH:32][C:31]([F:34])=[CH:30][CH:29]=1)=[N+:26]=[N-:27].CCCC[Sn](OC(C)=O)(CCCC)CCCC. The catalyst is CC(O)(C)C.CCO.O.[O-]S([O-])(=O)=O.[Cu+2]. The product is [CH2:1]([O:3][C:4]([C@@H:6]1[C@@H:8]([C:9](=[O:24])[NH:10][C@@H:11]([CH2:18][C:19]2[N:20]=[CH:21][S:22][CH:23]=2)[C:12]([NH:13][CH2:14][C:15]2[N:27]=[N:26][N:25]([C:28]3[CH:33]=[CH:32][C:31]([F:34])=[CH:30][CH:29]=3)[CH:16]=2)=[O:17])[O:7]1)=[O:5])[CH3:2]. The yield is 0.922.